This data is from Catalyst prediction with 721,799 reactions and 888 catalyst types from USPTO. The task is: Predict which catalyst facilitates the given reaction. (1) Reactant: CS(C)=O.[C:5]1([C:11]([CH:13]([C:15]2[CH:20]=[CH:19][CH:18]=[CH:17][CH:16]=2)[OH:14])=[O:12])[CH:10]=[CH:9][CH:8]=[CH:7][CH:6]=1.O. Product: [C:15]1([C:13]([C:11]([C:5]2[CH:10]=[CH:9][CH:8]=[CH:7][CH:6]=2)=[O:12])=[O:14])[CH:16]=[CH:17][CH:18]=[CH:19][CH:20]=1. The catalyst class is: 13. (2) Reactant: [F:1][C:2]([F:21])([F:20])[C:3]([N:5]1[CH2:11][CH:10]([CH3:12])[C:9]2[CH:13]=[C:14]([Br:18])[C:15]([OH:17])=[CH:16][C:8]=2[CH2:7][CH:6]1[CH3:19])=[O:4].[CH2:22](Br)[CH:23]=[CH2:24].C1CCN2C(=NCCC2)CC1. Product: [F:21][C:2]([F:20])([F:1])[C:3]([N:5]1[CH2:11][CH:10]([CH3:12])[C:9]2[CH:13]=[C:14]([Br:18])[C:15]([O:17][CH2:24][CH:23]=[CH2:22])=[CH:16][C:8]=2[CH2:7][CH:6]1[CH3:19])=[O:4]. The catalyst class is: 317. (3) Reactant: [CH3:1][CH:2]([CH3:28])[CH:3]([NH:15][C:16]([CH:18]1[CH2:22][CH:21]([CH2:23][CH2:24][CH2:25][CH2:26][CH3:27])[CH2:20][NH:19]1)=[O:17])[CH:4]1[CH:9]([OH:10])[CH:8]([OH:11])[CH:7]([OH:12])[CH:6]([S:13][CH3:14])[O:5]1.[CH2:29]([N:31](CC)CC)[CH3:30].BrCC#N. Product: [CH3:1][CH:2]([CH3:28])[CH:3]([NH:15][C:16]([CH:18]1[CH2:22][CH:21]([CH2:23][CH2:24][CH2:25][CH2:26][CH3:27])[CH2:20][N:19]1[CH2:30][C:29]#[N:31])=[O:17])[CH:4]1[CH:9]([OH:10])[CH:8]([OH:11])[CH:7]([OH:12])[CH:6]([S:13][CH3:14])[O:5]1. The catalyst class is: 10. (4) Reactant: [CH3:1][CH:2]1[C:3](=[O:29])[NH:4][C:5]2[CH:6]=[N:7][CH:8]=[CH:9][C:10]=2[C:11]2[CH:12]=[CH:13][N:14]=[C:15]([CH:28]=2)[C@@H:16]([NH:20][C:21](=[O:27])[O:22][C:23]([CH3:26])([CH3:25])[CH3:24])[CH2:17][CH:18]=[CH:19]1. Product: [CH3:1][CH:2]1[CH2:19][CH2:18][CH2:17][C@H:16]([NH:20][C:21](=[O:27])[O:22][C:23]([CH3:24])([CH3:26])[CH3:25])[C:15]2[CH:28]=[C:11]([CH:12]=[CH:13][N:14]=2)[C:10]2[CH:9]=[CH:8][N:7]=[CH:6][C:5]=2[NH:4][C:3]1=[O:29]. The catalyst class is: 867. (5) Reactant: [NH2:1][C:2]1[CH:9]=[CH:8][C:5]([C:6]#[N:7])=[C:4]([CH3:10])[N:3]=1.[Cl:11][CH2:12][CH:13]=O. Product: [ClH:11].[CH3:10][C:4]1[N:3]2[CH:12]=[CH:13][N:1]=[C:2]2[CH:9]=[CH:8][C:5]=1[C:6]#[N:7]. The catalyst class is: 8. (6) The catalyst class is: 145. Product: [NH2:1][C:2]1[C:11]([CH3:12])=[CH:10][C:9]([Cl:13])=[CH:8][C:3]=1[C:4]([NH:6][CH3:7])=[O:5]. Reactant: [NH2:1][C:2]1[C:11]([CH3:12])=[CH:10][CH:9]=[CH:8][C:3]=1[C:4]([NH:6][CH3:7])=[O:5].[ClH:13].OO.S([O-])([O-])=O.[Na+].[Na+].[OH-].[Na+].